Regression. Given two drug SMILES strings and cell line genomic features, predict the synergy score measuring deviation from expected non-interaction effect. From a dataset of NCI-60 drug combinations with 297,098 pairs across 59 cell lines. (1) Drug 1: CN1C(=O)N2C=NC(=C2N=N1)C(=O)N. Drug 2: CC1C(C(CC(O1)OC2CC(CC3=C2C(=C4C(=C3O)C(=O)C5=CC=CC=C5C4=O)O)(C(=O)C)O)N)O. Cell line: NCI/ADR-RES. Synergy scores: CSS=18.3, Synergy_ZIP=-8.66, Synergy_Bliss=-4.59, Synergy_Loewe=-35.0, Synergy_HSA=-3.19. (2) Drug 1: CC1=C(C=C(C=C1)C(=O)NC2=CC(=CC(=C2)C(F)(F)F)N3C=C(N=C3)C)NC4=NC=CC(=N4)C5=CN=CC=C5. Synergy scores: CSS=28.3, Synergy_ZIP=3.99, Synergy_Bliss=3.55, Synergy_Loewe=-8.64, Synergy_HSA=3.86. Cell line: SF-268. Drug 2: C#CCC(CC1=CN=C2C(=N1)C(=NC(=N2)N)N)C3=CC=C(C=C3)C(=O)NC(CCC(=O)O)C(=O)O. (3) Drug 1: CC1=C(C(=O)C2=C(C1=O)N3CC4C(C3(C2COC(=O)N)OC)N4)N. Drug 2: CCC1=C2N=C(C=C(N2N=C1)NCC3=C[N+](=CC=C3)[O-])N4CCCCC4CCO. Cell line: HT29. Synergy scores: CSS=75.8, Synergy_ZIP=7.43, Synergy_Bliss=7.61, Synergy_Loewe=7.53, Synergy_HSA=11.2.